This data is from Aqueous solubility values for 9,982 compounds from the AqSolDB database. The task is: Regression/Classification. Given a drug SMILES string, predict its absorption, distribution, metabolism, or excretion properties. Task type varies by dataset: regression for continuous measurements (e.g., permeability, clearance, half-life) or binary classification for categorical outcomes (e.g., BBB penetration, CYP inhibition). For this dataset (solubility_aqsoldb), we predict Y. (1) The compound is C=CC(=O)OC(C)(C)C. The Y is -1.80 log mol/L. (2) The drug is Cn1nc(S(N)(=O)=O)sc1=NS(=O)(=O)c1ccccc1[N+](=O)[O-]. The Y is -2.79 log mol/L. (3) The molecule is Cc1ncc(CO)c(C=O)c1O. The Y is 0.476 log mol/L. (4) The compound is CCOC(=O)c1ccccc1-c1c2ccc(N(CC)CC)cc2[o+]c2cc(N(CC)CC)ccc12.[Cl-]. The Y is -1.28 log mol/L. (5) The Y is -3.99 log mol/L. The compound is OC1CCCCCCCCCCC1. (6) The molecule is BrCCc1ccccc1. The Y is -3.68 log mol/L. (7) The drug is Cc1cc(C)c[n+]([O-])c1. The Y is 0.909 log mol/L. (8) The molecule is CCC1(CO)COCOC1. The Y is 0.835 log mol/L. (9) The molecule is O=C(O)C(Cl)(Cl)CCCl. The Y is -0.583 log mol/L. (10) The drug is CC(C)=CCC[C@@H](C)CC=O. The Y is -3.24 log mol/L.